Predict the reaction yield, written as a fraction of the theoretical maximum amount of product (1.0 means a 100% yield; for example, 0.34 means a 34% yield). From a dataset of Reaction yield outcomes from USPTO patents with 853,638 reactions. (1) The reactants are [OH-].[Na+].[NH:3]1[CH:7]=[CH:6][CH:5]=[CH:4]1.[C:8]1([S:14](Cl)(=[O:16])=[O:15])[CH:13]=[CH:12][CH:11]=[CH:10][CH:9]=1. The catalyst is C(Cl)Cl. The product is [C:8]1([S:14]([N:3]2[CH:7]=[CH:6][CH:5]=[CH:4]2)(=[O:16])=[O:15])[CH:13]=[CH:12][CH:11]=[CH:10][CH:9]=1. The yield is 0.600. (2) The reactants are C([O:3][C:4](=O)[C:5]([CH3:23])=[CH:6][CH2:7][C:8]1[C:17]([CH3:18])=[C:16]([O:19][CH3:20])[C:15]2[C:10](=[CH:11][CH:12]=[CH:13][CH:14]=2)[C:9]=1[O:21][CH3:22])C.CC(C[AlH]CC(C)C)C.CCOC(C)=O. The catalyst is C1COCC1. The product is [CH3:22][O:21][C:9]1[C:10]2[C:15](=[CH:14][CH:13]=[CH:12][CH:11]=2)[C:16]([O:19][CH3:20])=[C:17]([CH3:18])[C:8]=1[CH2:7][CH:6]=[C:5]([CH3:23])[CH2:4][OH:3]. The yield is 0.910. (3) The reactants are [CH2:1]([O:8][C:9]([C:11]1[O:12][C:13]([CH:16]=[O:17])=[CH:14][CH:15]=1)=[O:10])[C:2]1[CH:7]=[CH:6][CH:5]=[CH:4][CH:3]=1.[CH2:18]([Mg]Br)[CH:19]=[CH2:20].Cl. The catalyst is O1CCCC1. The product is [CH2:1]([O:8][C:9]([C:11]1[O:12][C:13]([CH:16]([OH:17])[C:19]([CH3:20])=[CH2:18])=[CH:14][CH:15]=1)=[O:10])[C:2]1[CH:7]=[CH:6][CH:5]=[CH:4][CH:3]=1. The yield is 0.940.